Dataset: NCI-60 drug combinations with 297,098 pairs across 59 cell lines. Task: Regression. Given two drug SMILES strings and cell line genomic features, predict the synergy score measuring deviation from expected non-interaction effect. Drug 1: CC1C(C(=O)NC(C(=O)N2CCCC2C(=O)N(CC(=O)N(C(C(=O)O1)C(C)C)C)C)C(C)C)NC(=O)C3=C4C(=C(C=C3)C)OC5=C(C(=O)C(=C(C5=N4)C(=O)NC6C(OC(=O)C(N(C(=O)CN(C(=O)C7CCCN7C(=O)C(NC6=O)C(C)C)C)C)C(C)C)C)N)C. Drug 2: CC(C)NC(=O)C1=CC=C(C=C1)CNNC.Cl. Cell line: A549. Synergy scores: CSS=34.5, Synergy_ZIP=6.14, Synergy_Bliss=9.47, Synergy_Loewe=-70.7, Synergy_HSA=7.72.